This data is from Full USPTO retrosynthesis dataset with 1.9M reactions from patents (1976-2016). The task is: Predict the reactants needed to synthesize the given product. (1) Given the product [Cl:2][C:3]1[CH:4]=[CH:5][C:6]([O:19][C@H:20]([C:22]2[N:26]([CH3:27])[C:25]([C:28]3[CH:33]=[CH:32][CH:31]=[CH:30][C:29]=3[C:34]([F:36])([F:35])[F:37])=[N:24][N:23]=2)[CH3:21])=[C:7]([C:9]2[O:13][C:12]([C:14]([NH2:1])=[O:16])=[N:11][N:10]=2)[CH:8]=1, predict the reactants needed to synthesize it. The reactants are: [NH3:1].[Cl:2][C:3]1[CH:4]=[CH:5][C:6]([O:19][C@H:20]([C:22]2[N:26]([CH3:27])[C:25]([C:28]3[CH:33]=[CH:32][CH:31]=[CH:30][C:29]=3[C:34]([F:37])([F:36])[F:35])=[N:24][N:23]=2)[CH3:21])=[C:7]([C:9]2[O:13][C:12]([C:14]([O:16]CC)=O)=[N:11][N:10]=2)[CH:8]=1.O. (2) Given the product [CH3:1][O:2][C:3]([C:5]1[S:6][C:7]([C:31]#[C:30][C:26]([CH3:29])([CH3:28])[CH3:27])=[CH:8][C:9]=1[NH:10][C:11]([O:13][C:14]([CH3:17])([CH3:16])[CH3:15])=[O:12])=[O:4], predict the reactants needed to synthesize it. The reactants are: [CH3:1][O:2][C:3]([C:5]1[S:6][C:7](Br)=[CH:8][C:9]=1[NH:10][C:11]([O:13][C:14]([CH3:17])([CH3:16])[CH3:15])=[O:12])=[O:4].C(N(CC)CC)C.[C:26]([C:30]#[CH:31])([CH3:29])([CH3:28])[CH3:27]. (3) Given the product [S:1]1[CH:5]=[CH:4][CH:3]=[C:2]1[C:6]1[CH:11]=[CH:10][N:9]=[C:8]2[N:12]([C@@H:15]3[O:20][C@H:19]([CH2:21][OH:22])[C@@H:17]([O:18][C:46](=[O:48])[CH3:47])[CH2:16]3)[CH:13]=[N:14][C:7]=12, predict the reactants needed to synthesize it. The reactants are: [S:1]1[CH:5]=[CH:4][CH:3]=[C:2]1[C:6]1[CH:11]=[CH:10][N:9]=[C:8]2[N:12]([C@@H:15]3[O:20][C@H:19]([CH2:21][O:22]C(C4C=CC=CC=4)(C4C=CC(OC)=CC=4)C4C=CC(OC)=CC=4)[C@@H:17]([OH:18])[CH2:16]3)[CH:13]=[N:14][C:7]=12.[C:46](OC(=O)C)(=[O:48])[CH3:47].O. (4) Given the product [Cl:11][C:12]1[C:13]([F:20])=[C:14]([CH:17]=[CH:18][CH:19]=1)/[CH:15]=[C:3]1\[C:2](=[O:10])[NH:1][C:9]2[C:4]\1=[N:5][CH:6]=[CH:7][CH:8]=2, predict the reactants needed to synthesize it. The reactants are: [NH:1]1[C:9]2[C:4](=[N:5][CH:6]=[CH:7][CH:8]=2)[CH2:3][C:2]1=[O:10].[Cl:11][C:12]1[C:13]([F:20])=[C:14]([CH:17]=[CH:18][CH:19]=1)[CH:15]=O.N1CCCCC1. (5) Given the product [Cl:1][C:2]1[N:7]=[C:6]2[N:8]([CH3:11])[N:9]=[CH:10][C:5]2=[C:4]([C:12]([O:14][CH2:15][CH3:16])=[O:18])[N:3]=1, predict the reactants needed to synthesize it. The reactants are: [Cl:1][C:2]1[N:7]=[C:6]2[N:8]([CH3:11])[N:9]=[CH:10][C:5]2=[C:4]([C:12]([O:14][CH2:15][CH3:16])=C)[N:3]=1.[Mn]([O-])(=O)(=O)=[O:18].[K+].